From a dataset of Forward reaction prediction with 1.9M reactions from USPTO patents (1976-2016). Predict the product of the given reaction. (1) Given the reactants [CH3:1][N:2]=[C:3]=[O:4].C(N(CC)CC)C.[CH2:12]([O:14][C:15](=[O:37])[CH:16]([O:34][CH2:35][CH3:36])[CH2:17][C:18]1[CH:23]=[CH:22][C:21]([O:24][CH2:25][CH2:26][C:27]2[CH:32]=[CH:31][C:30]([OH:33])=[CH:29][CH:28]=2)=[CH:20][CH:19]=1)[CH3:13].C(OCC)C, predict the reaction product. The product is: [CH2:12]([O:14][C:15](=[O:37])[CH:16]([O:34][CH2:35][CH3:36])[CH2:17][C:18]1[CH:23]=[CH:22][C:21]([O:24][CH2:25][CH2:26][C:27]2[CH:28]=[CH:29][C:30]([O:33][C:3](=[O:4])[NH:2][CH3:1])=[CH:31][CH:32]=2)=[CH:20][CH:19]=1)[CH3:13]. (2) Given the reactants [Cl:1][C:2]1[C:36]([C:37]([F:40])([F:39])[F:38])=[CH:35][CH:34]=[CH:33][C:3]=1[CH2:4][N:5]([CH2:19][CH:20]([C:27]1[CH:32]=[CH:31][CH:30]=[CH:29][CH:28]=1)[C:21]1[CH:26]=[CH:25][CH:24]=[CH:23][CH:22]=1)[CH2:6][CH2:7][CH2:8][O:9][C:10]1[CH:18]=[CH:17][C:13]([C:14](O)=[O:15])=[CH:12][CH:11]=1.[CH3:41][N:42]([P+](ON1N=NC2C=CC=CC1=2)(N(C)C)N(C)C)[CH3:43].F[P-](F)(F)(F)(F)F.C(N(CC)CC)C.Cl, predict the reaction product. The product is: [Cl:1][C:2]1[C:36]([C:37]([F:40])([F:39])[F:38])=[CH:35][CH:34]=[CH:33][C:3]=1[CH2:4][N:5]([CH2:19][CH:20]([C:27]1[CH:32]=[CH:31][CH:30]=[CH:29][CH:28]=1)[C:21]1[CH:26]=[CH:25][CH:24]=[CH:23][CH:22]=1)[CH2:6][CH2:7][CH2:8][O:9][C:10]1[CH:18]=[CH:17][C:13]([C:14]([N:42]([CH3:43])[CH3:41])=[O:15])=[CH:12][CH:11]=1. (3) The product is: [O:44]=[C:17]1[O:19][C@H:14]([C@H:13]([CH2:3][OH:4])[OH:41])[C:15]([OH:21])=[C:16]1[OH:20]. Given the reactants C1C2C(=CC(O)=CC=2O)[O:4][C@H:3]([C:13]2C=[C:17]([OH:19])[C:16]([OH:20])=[C:15]([OH:21])[CH:14]=2)[C@@H]1[O:4][C:3]([C:13]1C=[C:17]([OH:19])[C:16]([OH:20])=[C:15]([OH:21])[CH:14]=1)=O.C([O-])(=[O:41])C1C=CC=CC=1.[Na+].[OH2:44], predict the reaction product. (4) Given the reactants [Cl:1][C:2]1[C:10]2[N:9]=[C:8]([NH:11][C:12]3[CH:13]=[N:14][C:15]([N:19]([CH3:21])[CH3:20])=[CH:16][C:17]=3[CH3:18])[N:7]([CH2:22][CH2:23][CH2:24]O)[C:6]=2[C:5]([CH:26]([CH2:29][CH3:30])[CH2:27][CH3:28])=[CH:4][CH:3]=1.CS(Cl)(=O)=O.C(=O)(O)[O-].[Na+].C(=O)([O-])[O-].[K+].[K+], predict the reaction product. The product is: [Cl:1][C:2]1[C:10]2[N:9]=[C:8]3[N:11]([C:12]4[C:17]([CH3:18])=[CH:16][C:15]([N:19]([CH3:21])[CH3:20])=[N:14][CH:13]=4)[CH2:24][CH2:23][CH2:22][N:7]3[C:6]=2[C:5]([CH:26]([CH2:29][CH3:30])[CH2:27][CH3:28])=[CH:4][CH:3]=1.